Dataset: Experimentally validated miRNA-target interactions with 360,000+ pairs, plus equal number of negative samples. Task: Binary Classification. Given a miRNA mature sequence and a target amino acid sequence, predict their likelihood of interaction. The miRNA is hsa-miR-6818-3p with sequence UUGUCUCUUGUUCCUCACACAG. The protein sequence of the target gene is MGNLESAEGVPGEPPSVPLLLPPGKMPMPEPCELEERFALVLSSMNLPPDKARLLRQYDNEKKWDLICDQERFQVKNPPHTYIQKLQSFLDPSVTRKKFRRRVQESTKVLRELEISLRTNHIGWVREFLNDENKGLDVLVDYLSFAQCSVMFDFEGLESGDDGAFDKLRSWSRSIEDLQPPSALSAPFTNSLARSARQSVLRYSTLPGRRALKNSRLVSQKDDVHVCILCLRAIMNYQYGFNLVMSHPHAVNEIALSLNNKNPRTKALVLELLAAVCLVRGGHEIILAAFDNFKEVCKEL.... Result: 1 (interaction).